This data is from Full USPTO retrosynthesis dataset with 1.9M reactions from patents (1976-2016). The task is: Predict the reactants needed to synthesize the given product. (1) Given the product [Br:1][C:2]1[CH:3]=[C:4]([N:13]2[CH2:14][CH2:15][CH2:16][CH2:17][CH:12]2[CH3:11])[C:5]([C:8]#[N:9])=[N:6][CH:7]=1, predict the reactants needed to synthesize it. The reactants are: [Br:1][C:2]1[CH:3]=[C:4](F)[C:5]([C:8]#[N:9])=[N:6][CH:7]=1.[CH3:11][CH:12]1[CH2:17][CH2:16][CH2:15][CH2:14][NH:13]1.CCN(C(C)C)C(C)C. (2) Given the product [CH3:1][C:2]1([C:21]2[CH:22]=[CH:23][C:24]([C:25]([NH2:26])=[O:29])=[CH:27][CH:28]=2)[S:6][C:5]([NH:7][C@H:8]([C:10]2[CH:15]=[CH:14][CH:13]=[CH:12][C:11]=2[C:16]([F:17])([F:18])[F:19])[CH3:9])=[N:4][C:3]1=[O:20], predict the reactants needed to synthesize it. The reactants are: [CH3:1][C:2]1([C:21]2[CH:28]=[CH:27][C:24]([C:25]#[N:26])=[CH:23][CH:22]=2)[S:6][C:5]([NH:7][C@H:8]([C:10]2[CH:15]=[CH:14][CH:13]=[CH:12][C:11]=2[C:16]([F:19])([F:18])[F:17])[CH3:9])=[N:4][C:3]1=[O:20].[OH-:29].[K+].Cl.